This data is from Full USPTO retrosynthesis dataset with 1.9M reactions from patents (1976-2016). The task is: Predict the reactants needed to synthesize the given product. Given the product [NH2:1][C:2]1[N:3]([C:14]([O:16][C:17]([CH3:20])([CH3:19])[CH3:18])=[O:15])[CH:4]=[C:5]([CH2:7][CH2:8][CH2:9][CH2:10][CH2:11][C:12]2[N:23]=[N:22][N:21]([CH2:24][CH2:25][NH:26][C:27](=[O:40])[C:28]3[CH:33]=[CH:32][C:31]([CH2:34][CH2:35][CH2:36][CH2:37][CH2:38][CH3:39])=[CH:30][CH:29]=3)[CH:13]=2)[N:6]=1, predict the reactants needed to synthesize it. The reactants are: [NH2:1][C:2]1[N:3]([C:14]([O:16][C:17]([CH3:20])([CH3:19])[CH3:18])=[O:15])[CH:4]=[C:5]([CH2:7][CH2:8][CH2:9][CH2:10][CH2:11][C:12]#[CH:13])[N:6]=1.[N:21]([CH2:24][CH2:25][NH:26][C:27](=[O:40])[C:28]1[CH:33]=[CH:32][C:31]([CH2:34][CH2:35][CH2:36][CH2:37][CH2:38][CH3:39])=[CH:30][CH:29]=1)=[N+:22]=[N-:23].